Dataset: Full USPTO retrosynthesis dataset with 1.9M reactions from patents (1976-2016). Task: Predict the reactants needed to synthesize the given product. (1) Given the product [CH3:32][C:33]1[C:37]([C:2]2[CH:7]=[CH:6][N:5]3[C:8]([C:11]([NH:13][C:14]4[CH:22]=[CH:21][CH:20]=[C:19]5[C:15]=4[C:16]([CH3:31])=[N:17][N:18]5[CH2:23][C:24]4[CH:29]=[CH:28][CH:27]=[C:26]([CH3:30])[N:25]=4)=[O:12])=[CH:9][N:10]=[C:4]3[CH:3]=2)=[C:36]([CH3:47])[NH:35][N:34]=1, predict the reactants needed to synthesize it. The reactants are: Br[C:2]1[CH:7]=[CH:6][N:5]2[C:8]([C:11]([NH:13][C:14]3[CH:22]=[CH:21][CH:20]=[C:19]4[C:15]=3[C:16]([CH3:31])=[N:17][N:18]4[CH2:23][C:24]3[CH:29]=[CH:28][CH:27]=[C:26]([CH3:30])[N:25]=3)=[O:12])=[CH:9][N:10]=[C:4]2[CH:3]=1.[CH3:32][C:33]1[C:37](B2OC(C)(C)C(C)(C)O2)=[C:36]([CH3:47])[NH:35][N:34]=1. (2) Given the product [Br:15][C:10]1[CH:11]=[CH:12][CH:13]=[C:14]2[C:9]=1[C:8]1([C:19]3[CH:20]=[C:21]([F:25])[C:22]([F:24])=[CH:23][C:18]=3[O:17][CH2:16]1)[C:7](=[O:26])[N:6]2[CH2:5][C:4]([OH:27])=[O:3], predict the reactants needed to synthesize it. The reactants are: C([O:3][C:4](=[O:27])[CH2:5][N:6]1[C:14]2[C:9](=[C:10]([Br:15])[CH:11]=[CH:12][CH:13]=2)[C:8]2([C:19]3[CH:20]=[C:21]([F:25])[C:22]([F:24])=[CH:23][C:18]=3[O:17][CH2:16]2)[C:7]1=[O:26])C.C(OC(=O)CN1C2C(=CC=CC=2)C2(C3=CC4OCOC=4C=C3OC2)C1=O)C. (3) Given the product [OH:9][CH2:8][C:5]1[CH:6]=[CH:7][C:2]([NH:1][S:25]([C:20]2[CH:21]=[CH:22][CH:23]=[CH:24][N:19]=2)(=[O:27])=[O:26])=[CH:3][CH:4]=1, predict the reactants needed to synthesize it. The reactants are: [NH2:1][C:2]1[CH:7]=[CH:6][C:5]([CH2:8][OH:9])=[CH:4][CH:3]=1.C(N(CC)C(C)C)(C)C.[N:19]1[CH:24]=[CH:23][CH:22]=[CH:21][C:20]=1[S:25](Cl)(=[O:27])=[O:26]. (4) Given the product [C:23]([C:2]1[CH:3]=[C:4]2[C@@:10]3([CH2:18][C:17]4[C:12](=[CH:13][CH:14]=[C:15]([C:19]([OH:21])=[O:20])[CH:16]=4)[CH2:11]3)[C:9](=[O:22])[NH:8][C:5]2=[N:6][CH:7]=1)#[N:24], predict the reactants needed to synthesize it. The reactants are: Br[C:2]1[CH:3]=[C:4]2[C@@:10]3([CH2:18][C:17]4[C:12](=[CH:13][CH:14]=[C:15]([C:19]([OH:21])=[O:20])[CH:16]=4)[CH2:11]3)[C:9](=[O:22])[NH:8][C:5]2=[N:6][CH:7]=1.[CH3:23][N:24](C)C(=O)C. (5) The reactants are: CCN(S(F)(F)[F:7])CC.[CH3:10][O:11][C:12]1[CH:17]=[CH:16][CH:15]=[C:14]([O:18][CH3:19])[C:13]=1[CH:20]1[N:24]([CH2:25][C:26]2[CH:31]=[CH:30][C:29]([O:32][C:33]([F:36])([F:35])[F:34])=[CH:28][CH:27]=2)[C:23](=[O:37])[CH:22](O)[CH2:21]1.C([O-])(O)=O.[Na+]. Given the product [CH3:19][O:18][C:14]1[CH:15]=[CH:16][CH:17]=[C:12]([O:11][CH3:10])[C:13]=1[CH:20]1[N:24]([CH2:25][C:26]2[CH:27]=[CH:28][C:29]([O:32][C:33]([F:35])([F:36])[F:34])=[CH:30][CH:31]=2)[C:23](=[O:37])[CH:22]([F:7])[CH2:21]1, predict the reactants needed to synthesize it. (6) Given the product [CH3:1][O:2][C:3]1[CH:4]=[C:5]2[C:10](=[CH:11][CH:12]=1)[C:9]([C:23]1[CH:24]=[C:25]([CH2:29][N:30]3[CH:34]=[CH:33][N:32]=[C:31]3[CH3:35])[N:26]=[N:27][CH:28]=1)=[CH:8][CH:7]=[CH:6]2, predict the reactants needed to synthesize it. The reactants are: [CH3:1][O:2][C:3]1[CH:4]=[C:5]2[C:10](=[CH:11][CH:12]=1)[C:9](B1OC(C)(C)C(C)(C)O1)=[CH:8][CH:7]=[CH:6]2.Cl[C:23]1[CH:24]=[C:25]([CH2:29][N:30]2[CH:34]=[CH:33][N:32]=[C:31]2[CH3:35])[N:26]=[N:27][CH:28]=1.